From a dataset of Forward reaction prediction with 1.9M reactions from USPTO patents (1976-2016). Predict the product of the given reaction. (1) Given the reactants Br[C:2]1[CH:7]=[CH:6][C:5]([C:8]([N:10]2[CH2:15][CH2:14][N:13]([C:16]3[C:21]([CH3:22])=[CH:20][C:19]([CH2:23][CH3:24])=[CH:18][N:17]=3)[CH2:12][CH2:11]2)=[O:9])=[C:4]([CH3:25])[CH:3]=1.[NH:26]1[CH2:30][CH2:29][CH2:28][C:27]1=[O:31], predict the reaction product. The product is: [CH2:23]([C:19]1[CH:20]=[C:21]([CH3:22])[C:16]([N:13]2[CH2:14][CH2:15][N:10]([C:8]([C:5]3[CH:6]=[CH:7][C:2]([N:26]4[CH2:30][CH2:29][CH2:28][C:27]4=[O:31])=[CH:3][C:4]=3[CH3:25])=[O:9])[CH2:11][CH2:12]2)=[N:17][CH:18]=1)[CH3:24]. (2) Given the reactants [Cl:1][C:2]1[CH:30]=[CH:29][C:5]([CH2:6][C:7]2([OH:28])[CH2:12][CH2:11][N:10]([C:13]([CH:15]3[CH2:20][NH:19][C:18]4[CH:21]=[C:22]([Cl:25])[CH:23]=[CH:24][C:17]=4[O:16]3)=O)[CH2:9][C:8]2([CH3:27])[CH3:26])=[CH:4][CH:3]=1, predict the reaction product. The product is: [Cl:1][C:2]1[CH:30]=[CH:29][C:5]([CH2:6][C:7]2([OH:28])[CH2:12][CH2:11][N:10]([CH2:13][CH:15]3[CH2:20][NH:19][C:18]4[CH:21]=[C:22]([Cl:25])[CH:23]=[CH:24][C:17]=4[O:16]3)[CH2:9][C:8]2([CH3:27])[CH3:26])=[CH:4][CH:3]=1. (3) Given the reactants I[C:2]1[N:7]=[C:6]([C:8]([F:11])([F:10])[F:9])[CH:5]=[C:4]([C:12]2[CH:17]=[CH:16][C:15]([C:18]([F:21])([F:20])[F:19])=[CH:14][CH:13]=2)[N:3]=1.[Cl:22][C:23]1[N:28]=[C:27](Cl)[CH:26]=[CH:25][N:24]=1, predict the reaction product. The product is: [Cl:22][C:23]1[N:28]=[C:27]([C:2]2[N:3]=[C:4]([C:12]3[CH:17]=[CH:16][C:15]([C:18]([F:21])([F:20])[F:19])=[CH:14][CH:13]=3)[CH:5]=[C:6]([C:8]([F:11])([F:10])[F:9])[N:7]=2)[CH:26]=[CH:25][N:24]=1. (4) Given the reactants FC(F)(F)S(O[C:7]1[N:8]=[CH:9][C:10]2[C:15]([CH:16]=1)=[C:14]1[CH:17]=[CH:18][CH:19]=[CH:20][C:13]1=[C:12]1[CH:21]=[CH:22][CH:23]=[CH:24][C:11]=21)(=O)=O.[C:27]1(B(O)O)[CH:32]=[CH:31][CH:30]=[CH:29][CH:28]=1, predict the reaction product. The product is: [C:27]1([C:7]2[N:8]=[CH:9][C:10]3[C:15]([CH:16]=2)=[C:14]2[CH:17]=[CH:18][CH:19]=[CH:20][C:13]2=[C:12]2[CH:21]=[CH:22][CH:23]=[CH:24][C:11]=32)[CH:32]=[CH:31][CH:30]=[CH:29][CH:28]=1. (5) Given the reactants C[O:2][C:3](=[O:26])[C@@H:4]([N:9]1[CH2:13][C:12]([O:14][C:15]2[C:24]3[C:19](=[CH:20][CH:21]=[CH:22][CH:23]=3)[CH:18]=[CH:17][CH:16]=2)=[CH:11][C:10]1=[O:25])[CH2:5][CH:6]([CH3:8])[CH3:7].O.[OH-].[Li+].Cl, predict the reaction product. The product is: [CH3:7][CH:6]([CH3:8])[CH2:5][C@H:4]([N:9]1[CH2:13][C:12]([O:14][C:15]2[C:24]3[C:19](=[CH:20][CH:21]=[CH:22][CH:23]=3)[CH:18]=[CH:17][CH:16]=2)=[CH:11][C:10]1=[O:25])[C:3]([OH:26])=[O:2]. (6) Given the reactants [CH3:1][O:2][C:3](=[O:15])[CH2:4][CH:5]1[C:14]2[C:9](=[CH:10][CH:11]=[CH:12][CH:13]=2)[CH2:8][CH2:7][NH:6]1.C=O.[C:18](O[BH-](OC(=O)C)OC(=O)C)(=O)C.[Na+].[OH-].[Na+], predict the reaction product. The product is: [NH3:6].[CH3:1][O:2][C:3](=[O:15])[CH2:4][CH:5]1[C:14]2[C:9](=[CH:10][CH:11]=[CH:12][CH:13]=2)[CH2:8][CH2:7][N:6]1[CH3:18]. (7) Given the reactants [Br:1][C:2]1[C:3](Cl)=[N:4][C:5]([Cl:8])=[N:6][CH:7]=1.C(N(CC)CC)C.[NH2:17][C@@H:18]([CH2:20][OH:21])[CH3:19], predict the reaction product. The product is: [Br:1][C:2]1[C:3]([NH:17][C@H:18]([CH3:19])[CH2:20][OH:21])=[N:4][C:5]([Cl:8])=[N:6][CH:7]=1.